From a dataset of NCI-60 drug combinations with 297,098 pairs across 59 cell lines. Regression. Given two drug SMILES strings and cell line genomic features, predict the synergy score measuring deviation from expected non-interaction effect. Drug 1: COC1=CC(=CC(=C1O)OC)C2C3C(COC3=O)C(C4=CC5=C(C=C24)OCO5)OC6C(C(C7C(O6)COC(O7)C8=CC=CS8)O)O. Cell line: M14. Synergy scores: CSS=58.7, Synergy_ZIP=-6.38, Synergy_Bliss=-3.23, Synergy_Loewe=-2.25, Synergy_HSA=-0.827. Drug 2: CC1C(C(CC(O1)OC2CC(CC3=C2C(=C4C(=C3O)C(=O)C5=C(C4=O)C(=CC=C5)OC)O)(C(=O)CO)O)N)O.Cl.